Dataset: Reaction yield outcomes from USPTO patents with 853,638 reactions. Task: Predict the reaction yield, written as a fraction of the theoretical maximum amount of product (1.0 means a 100% yield; for example, 0.34 means a 34% yield). The reactants are NN.[Br:3][C:4]1[CH:5]=[CH:6][C:7]([F:31])=[C:8]([C:10]2([CH3:30])[CH2:15][C:14]3([CH2:20][CH2:19][CH2:18][CH2:17][CH2:16]3)[S:13][C:12]([NH:21]C(=O)C3C=CC=CC=3)=[N:11]2)[CH:9]=1. The catalyst is C(Cl)Cl. The product is [Br:3][C:4]1[CH:5]=[CH:6][C:7]([F:31])=[C:8]([C:10]2([CH3:30])[CH2:15][C:14]3([CH2:20][CH2:19][CH2:18][CH2:17][CH2:16]3)[S:13][C:12]([NH2:21])=[N:11]2)[CH:9]=1. The yield is 0.976.